Dataset: Catalyst prediction with 721,799 reactions and 888 catalyst types from USPTO. Task: Predict which catalyst facilitates the given reaction. (1) Reactant: [C:1]([O:5][C:6]([NH:8][C:9]([N:18]1[CH2:27][CH2:26][C:25]2[C:20](=[CH:21][C:22]([O:28][CH2:29][CH:30]3[CH2:35][CH2:34][N:33]([C:36]4[CH:41]=[CH:40][C:39]([NH2:42])=[CH:38][N:37]=4)[CH2:32][CH2:31]3)=[CH:23][CH:24]=2)[CH2:19]1)=[N:10][C:11]([O:13][C:14]([CH3:17])([CH3:16])[CH3:15])=[O:12])=[O:7])([CH3:4])([CH3:3])[CH3:2].[C:43](OC(=O)C)(=[O:45])[CH3:44].N1C=CC=CC=1. Product: [C:14]([O:13][C:11]([NH:10][C:9]([N:18]1[CH2:27][CH2:26][C:25]2[C:20](=[CH:21][C:22]([O:28][CH2:29][CH:30]3[CH2:31][CH2:32][N:33]([C:36]4[CH:41]=[CH:40][C:39]([NH:42][C:43](=[O:45])[CH3:44])=[CH:38][N:37]=4)[CH2:34][CH2:35]3)=[CH:23][CH:24]=2)[CH2:19]1)=[N:8][C:6]([O:5][C:1]([CH3:2])([CH3:3])[CH3:4])=[O:7])=[O:12])([CH3:16])([CH3:17])[CH3:15]. The catalyst class is: 7. (2) Reactant: [Cl-].[NH4+].[N+:3]([C:6]1[CH:11]=[C:10]([Br:12])[CH:9]=[CH:8][C:7]=1[F:13])([O-])=O. Product: [Br:12][C:10]1[CH:9]=[CH:8][C:7]([F:13])=[C:6]([CH:11]=1)[NH2:3]. The catalyst class is: 693. (3) Reactant: [NH2:1][C:2]1[N:7]([CH3:8])[C:6](=[O:9])[N:5]([CH3:10])[C:4](=[O:11])[C:3]=1[N:12]=O.S(S([O-])=O)([O-])=O.[Na+].[Na+]. Product: [NH2:12][C:3]1[C:4](=[O:11])[N:5]([CH3:10])[C:6](=[O:9])[N:7]([CH3:8])[C:2]=1[NH2:1]. The catalyst class is: 6. (4) Reactant: C(N(S(F)(F)[F:7])CC)C.O[C@H:11]1[CH2:16][CH2:15][C@H:14]([NH:17][C:18](=[O:27])[O:19][CH2:20][C:21]2[CH:26]=[CH:25][CH:24]=[CH:23][CH:22]=2)[CH2:13][CH2:12]1.C([O-])(O)=O.[Na+]. Product: [F:7][C@@H:11]1[CH2:16][CH2:15][C@H:14]([NH:17][C:18](=[O:27])[O:19][CH2:20][C:21]2[CH:26]=[CH:25][CH:24]=[CH:23][CH:22]=2)[CH2:13][CH2:12]1. The catalyst class is: 4. (5) Reactant: [N+:1]([C:4]1[CH:9]=[CH:8][C:7]([NH:10][C@H:11]2[CH2:15][CH2:14][N:13]([C:16](=[O:18])[CH3:17])[CH2:12]2)=[CH:6][CH:5]=1)([O-])=O.[H][H]. Product: [NH2:1][C:4]1[CH:5]=[CH:6][C:7]([NH:10][C@H:11]2[CH2:15][CH2:14][N:13]([C:16](=[O:18])[CH3:17])[CH2:12]2)=[CH:8][CH:9]=1. The catalyst class is: 45.